This data is from Full USPTO retrosynthesis dataset with 1.9M reactions from patents (1976-2016). The task is: Predict the reactants needed to synthesize the given product. (1) Given the product [CH3:26][C@@H:11]([CH2:12][CH2:13][CH2:14][C:15]([CH3:25])([OH:17])[CH3:16])/[CH:10]=[CH:9]\[CH2:8][CH2:7][OH:6], predict the reactants needed to synthesize it. The reactants are: C([Si](C)(C)[O:6][CH2:7][CH2:8]/[CH:9]=[CH:10]\[C@@H:11]([CH3:26])[CH2:12][CH2:13][CH2:14][C:15]([CH3:25])([O:17][Si](CC)(CC)CC)[CH3:16])(C)(C)C.F.O. (2) Given the product [CH3:5][C:4]([C:6]1[CH:7]=[CH:8][C:9]([C:12]2[CH:17]=[CH:16][C:15]([N:18]3[C:22]([NH:23][C:24]([O:26][C@@H:27]([C:29]4[CH:30]=[CH:31][CH:32]=[CH:33][CH:34]=4)[CH3:28])=[O:25])=[C:21]([CH3:35])[N:20]=[N:19]3)=[CH:14][CH:13]=2)=[CH:10][CH:11]=1)([CH3:36])[C:3]([OH:37])=[O:2], predict the reactants needed to synthesize it. The reactants are: C[O:2][C:3](=[O:37])[C:4]([CH3:36])([C:6]1[CH:11]=[CH:10][C:9]([C:12]2[CH:17]=[CH:16][C:15]([N:18]3[C:22]([NH:23][C:24]([O:26][C@@H:27]([C:29]4[CH:34]=[CH:33][CH:32]=[CH:31][CH:30]=4)[CH3:28])=[O:25])=[C:21]([CH3:35])[N:20]=[N:19]3)=[CH:14][CH:13]=2)=[CH:8][CH:7]=1)[CH3:5].C1COCC1.CO.[OH-].[Na+].